Dataset: Peptide-MHC class II binding affinity with 134,281 pairs from IEDB. Task: Regression. Given a peptide amino acid sequence and an MHC pseudo amino acid sequence, predict their binding affinity value. This is MHC class II binding data. (1) The peptide sequence is GLVGAVGGTATAGAF. The MHC is HLA-DQA10501-DQB10201 with pseudo-sequence HLA-DQA10501-DQB10201. The binding affinity (normalized) is 0.343. (2) The peptide sequence is MSIHGKGEWMTTEDM. The MHC is DRB1_0404 with pseudo-sequence DRB1_0404. The binding affinity (normalized) is 0.275. (3) The peptide sequence is EKKYYAATQFEPLAA. The MHC is HLA-DPA10103-DPB10401 with pseudo-sequence HLA-DPA10103-DPB10401. The binding affinity (normalized) is 0.916. (4) The peptide sequence is ELLEFHYYLSSKLNK. The MHC is DRB1_1501 with pseudo-sequence DRB1_1501. The binding affinity (normalized) is 0.389. (5) The peptide sequence is QAVELTARLNSLGEA. The MHC is HLA-DQA10401-DQB10402 with pseudo-sequence HLA-DQA10401-DQB10402. The binding affinity (normalized) is 0.402. (6) The peptide sequence is SQDLELSWNLNGMQAY. The MHC is HLA-DQA10301-DQB10302 with pseudo-sequence HLA-DQA10301-DQB10302. The binding affinity (normalized) is 0.548.